From a dataset of Reaction yield outcomes from USPTO patents with 853,638 reactions. Predict the reaction yield, written as a fraction of the theoretical maximum amount of product (1.0 means a 100% yield; for example, 0.34 means a 34% yield). (1) The reactants are Cl[C:2]1[C:11]2[C:6](=[CH:7][CH:8]=[C:9]([S:12][CH:13]3[CH2:18][CH2:17][O:16][CH2:15][CH2:14]3)[CH:10]=2)[N:5]=[CH:4][CH:3]=1.[Cl:19][C:20]1[CH:26]=[CH:25][C:23]([NH2:24])=[CH:22][C:21]=1[O:27][CH3:28].C(O)C. The catalyst is Cl.C(OCC)C. The product is [Cl:19][C:20]1[CH:26]=[CH:25][C:23]([NH:24][C:2]2[C:11]3[C:6](=[CH:7][CH:8]=[C:9]([S:12][CH:13]4[CH2:18][CH2:17][O:16][CH2:15][CH2:14]4)[CH:10]=3)[N:5]=[CH:4][CH:3]=2)=[CH:22][C:21]=1[O:27][CH3:28]. The yield is 0.349. (2) The reactants are [CH2:1]([O:3][C:4]1[CH:5]=[C:6]([C:20]2[CH:25]=[CH:24][C:23]([CH2:26][C:27](O)=[O:28])=[C:22]([F:30])[CH:21]=2)[CH:7]=[N:8][C:9]=1[O:10][CH2:11][C:12]1[CH:17]=[CH:16][C:15]([O:18][CH3:19])=[CH:14][CH:13]=1)[CH3:2].[NH2:31][C:32]1[CH:37]=[CH:36][C:35]([CH2:38][C:39]([F:46])([F:45])[C:40]([O:42][CH2:43][CH3:44])=[O:41])=[C:34]([C:47]([F:50])([F:49])[F:48])[CH:33]=1.C(P1(=O)OP(CCC)(=O)OP(CCC)(=O)O1)CC.CC(=O)OCC. The catalyst is N1C=CC=CC=1. The product is [CH2:1]([O:3][C:4]1[CH:5]=[C:6]([C:20]2[CH:25]=[CH:24][C:23]([CH2:26][C:27]([NH:31][C:32]3[CH:37]=[CH:36][C:35]([CH2:38][C:39]([F:45])([F:46])[C:40]([O:42][CH2:43][CH3:44])=[O:41])=[C:34]([C:47]([F:48])([F:49])[F:50])[CH:33]=3)=[O:28])=[C:22]([F:30])[CH:21]=2)[CH:7]=[N:8][C:9]=1[O:10][CH2:11][C:12]1[CH:13]=[CH:14][C:15]([O:18][CH3:19])=[CH:16][CH:17]=1)[CH3:2]. The yield is 0.412.